This data is from Full USPTO retrosynthesis dataset with 1.9M reactions from patents (1976-2016). The task is: Predict the reactants needed to synthesize the given product. (1) The reactants are: Cl.[C:2]([C:4]1[CH:9]=[CH:8][C:7]([CH:10]2[CH2:14][S:13][C:12]3=[N:15][CH:16]=[C:17]([C:18]([OH:20])=O)[N:11]23)=[CH:6][C:5]=1F)#[N:3].Cl.[CH2:23]([O:26][C:27]1[CH:28]=[CH:29][C:30]([Br:41])=[C:31]([CH:40]=1)[CH2:32][N:33]1[CH2:38][CH2:37][NH:36][CH2:35][C:34]1=[O:39])[CH:24]=[CH2:25].CCN=C=NCCCN(C)C.Cl.C1C=CC2N(O)N=NC=2C=1.C(N(CC)C(C)C)(C)C. Given the product [Br:41][C:30]1[CH:29]=[CH:28][C:27]([O:26][CH2:23][CH:24]=[CH2:25])=[CH:40][C:31]=1[CH2:32][N:33]1[CH2:38][CH2:37][N:36]([C:18]([C:17]2[N:11]3[C:12]([S:13][CH2:14][CH:10]3[C:7]3[CH:6]=[CH:5][C:4]([C:2]#[N:3])=[CH:9][CH:8]=3)=[N:15][CH:16]=2)=[O:20])[CH2:35][C:34]1=[O:39], predict the reactants needed to synthesize it. (2) Given the product [CH3:18][NH:19][C:8](=[O:9])[C:7]1[CH:11]=[CH:12][C:13]([N+:15]([O-:17])=[O:16])=[CH:14][C:6]=1[F:5], predict the reactants needed to synthesize it. The reactants are: S(Cl)(Cl)=O.[F:5][C:6]1[CH:14]=[C:13]([N+:15]([O-:17])=[O:16])[CH:12]=[CH:11][C:7]=1[C:8](O)=[O:9].[CH3:18][NH2:19]. (3) Given the product [CH2:27]([O:26][CH2:25][C@@H:18]1[CH2:19][C:20]([F:23])([F:24])[CH2:21][CH2:22][C@H:17]1[C:9]1[C:8]([C:34]2[CH:35]=[CH:36][C:37]([S:40]([CH3:43])(=[O:41])=[O:42])=[CH:38][CH:39]=2)=[CH:7][N:11]([CH2:12][C:13]([F:15])([F:16])[F:14])[N:10]=1)[C:28]1[CH:33]=[CH:32][CH:31]=[CH:30][CH:29]=1, predict the reactants needed to synthesize it. The reactants are: FC(F)(F)S(O[C:7]1[N:11]([CH2:12][C:13]([F:16])([F:15])[F:14])[N:10]=[C:9]([C@@H:17]2[CH2:22][CH2:21][C:20]([F:24])([F:23])[CH2:19][C@H:18]2[CH2:25][O:26][CH2:27][C:28]2[CH:33]=[CH:32][CH:31]=[CH:30][CH:29]=2)[C:8]=1[C:34]1[CH:39]=[CH:38][C:37]([S:40]([CH3:43])(=[O:42])=[O:41])=[CH:36][CH:35]=1)(=O)=O. (4) The reactants are: CS(O[C@@H:6]1[C@@H:11]([CH3:12])[CH2:10][C@@H:9]([C:13]2[CH:18]=[CH:17][N:16]=[CH:15][C:14]=2[NH:19][C:20]([O:22][C:23]([CH3:26])([CH3:25])[CH3:24])=[O:21])[CH2:8][C@H:7]1[NH:27][C:28]([O:30][C:31]([CH3:34])([CH3:33])[CH3:32])=[O:29])(=O)=O.[N-:35]=[N+:36]=[N-:37].[Na+]. Given the product [C:23]([O:22][C:20]([NH:19][C:14]1[CH:15]=[N:16][CH:17]=[CH:18][C:13]=1[C@H:9]1[CH2:8][C@@H:7]([NH:27][C:28](=[O:29])[O:30][C:31]([CH3:34])([CH3:33])[CH3:32])[C@@H:6]([N:35]=[N+:36]=[N-:37])[C@@H:11]([CH3:12])[CH2:10]1)=[O:21])([CH3:26])([CH3:25])[CH3:24].[C:23]([O:22][C:20]([NH:19][C:14]1[CH:15]=[N:16][CH:17]=[CH:18][C:13]=1[C@@H:9]1[CH2:8][C@H:7]([NH:27][C:28](=[O:29])[O:30][C:31]([CH3:34])([CH3:33])[CH3:32])[C@H:6]([N:35]=[N+:36]=[N-:37])[C@H:11]([CH3:12])[CH2:10]1)=[O:21])([CH3:26])([CH3:25])[CH3:24], predict the reactants needed to synthesize it. (5) Given the product [CH3:28][S:29]([O-:32])(=[O:31])=[O:30].[C:23]([C:21]1[O:20][N:19]=[C:18]([NH:17][C:15](=[O:16])[CH2:14][C:11]2[CH:10]=[CH:9][C:8]([C:5]3[CH:4]=[C:3]([F:27])[C:2]([NH3+:1])=[N:7][CH:6]=3)=[CH:13][CH:12]=2)[CH:22]=1)([CH3:26])([CH3:24])[CH3:25], predict the reactants needed to synthesize it. The reactants are: [NH2:1][C:2]1[N:7]=[CH:6][C:5]([C:8]2[CH:13]=[CH:12][C:11]([CH2:14][C:15]([NH:17][C:18]3[CH:22]=[C:21]([C:23]([CH3:26])([CH3:25])[CH3:24])[O:20][N:19]=3)=[O:16])=[CH:10][CH:9]=2)=[CH:4][C:3]=1[F:27].[CH3:28][S:29]([OH:32])(=[O:31])=[O:30]. (6) Given the product [CH3:1][C@:2]12[C:8]([CH3:10])([CH3:9])[C@H:5]([C:4]3[CH:19]=[C:20]([CH2:21][C:22]4([CH3:25])[CH2:24][CH2:23]4)[N:28]=[N:29][C:3]=31)[CH2:6][CH2:7]2, predict the reactants needed to synthesize it. The reactants are: [CH3:1][C@@:2]12[C:8]([CH3:10])([CH3:9])[C@@H:5]([CH2:6][CH2:7]1)[C:4](=O)[C:3]2=O.COP([CH2:19][C:20](=O)[CH2:21][C:22]1([CH3:25])[CH2:24][CH2:23]1)(=O)OC.O.[NH2:28][NH2:29]. (7) Given the product [CH3:24][O:23][C:16]1[CH:17]=[CH:18][C:19]([O:21][CH3:22])=[CH:20][C:15]=1[S:14][C:13]1[N:5]([CH2:1][CH2:2][CH2:3][CH3:4])[C:6]2[N:7]=[CH:8][NH:9][C:10](=[O:27])[C:11]=2[N:12]=1, predict the reactants needed to synthesize it. The reactants are: [CH2:1]([N:5]1[C:13]([S:14][C:15]2[CH:20]=[C:19]([O:21][CH3:22])[CH:18]=[CH:17][C:16]=2[O:23][CH3:24])=[N:12][C:11]2[C:6]1=[N:7][CH:8]=[N:9][C:10]=2N)[CH2:2][CH2:3][CH3:4].N([O-])=[O:27].[Na+].